From a dataset of Reaction yield outcomes from USPTO patents with 853,638 reactions. Predict the reaction yield, written as a fraction of the theoretical maximum amount of product (1.0 means a 100% yield; for example, 0.34 means a 34% yield). (1) The reactants are [CH3:1][N:2]1[CH2:7][CH2:6][N:5]([C:8]2[N:13]3[C:14]([CH2:30][OH:31])=[C:15]([CH2:17][N:18]([CH3:29])[C@@H:19]4[C:28]5[N:27]=[CH:26][CH:25]=[CH:24][C:23]=5[CH2:22][CH2:21][CH2:20]4)[N:16]=[C:12]3[CH:11]=[CH:10][CH:9]=2)[CH2:4][CH2:3]1. The catalyst is ClCCl. The product is [CH3:1][N:2]1[CH2:7][CH2:6][N:5]([C:8]2[N:13]3[C:14]([CH:30]=[O:31])=[C:15]([CH2:17][N:18]([CH3:29])[C@@H:19]4[C:28]5[N:27]=[CH:26][CH:25]=[CH:24][C:23]=5[CH2:22][CH2:21][CH2:20]4)[N:16]=[C:12]3[CH:11]=[CH:10][CH:9]=2)[CH2:4][CH2:3]1. The yield is 0.580. (2) The reactants are [CH3:1][C:2]1[O:3][C:4]2[CH:10]=[CH:9][CH:8]=[C:7]([N+:11]([O-])=O)[C:5]=2[N:6]=1. The catalyst is C(O)(=O)C.C(OCC)(=O)C.[Fe]. The product is [NH2:11][C:7]1[C:5]2[N:6]=[C:2]([CH3:1])[O:3][C:4]=2[CH:10]=[CH:9][CH:8]=1. The yield is 0.690. (3) The reactants are [Cl:1][C:2]1[CH:3]=[C:4]([CH:11]=[CH:12][C:13]=1[Cl:14])[CH:5]=[C:6]([C:9]#[N:10])[C:7]#[N:8].[BH4-].[Na+].Cl. The catalyst is O1CCCC1.C(O)C. The product is [Cl:1][C:2]1[CH:3]=[C:4]([CH:11]=[CH:12][C:13]=1[Cl:14])[CH2:5][CH:6]([C:7]#[N:8])[C:9]#[N:10]. The yield is 0.700. (4) The reactants are [Br:1][C:2]1[C:3](F)=[C:4]2[C:10]([NH:11][C:12](=[O:19])[C:13]3[CH:18]=[CH:17][CH:16]=[N:15][CH:14]=3)=[CH:9][NH:8][C:5]2=[N:6][CH:7]=1.[NH:21]1[CH2:26][CH2:25][CH2:24][CH:23]([NH:27][C:28](=[O:34])[O:29][C:30]([CH3:33])([CH3:32])[CH3:31])[CH2:22]1. No catalyst specified. The product is [Br:1][C:2]1[C:3]([N:21]2[CH2:26][CH2:25][CH2:24][C@H:23]([NH:27][C:28](=[O:34])[O:29][C:30]([CH3:32])([CH3:31])[CH3:33])[CH2:22]2)=[C:4]2[C:10]([NH:11][C:12](=[O:19])[C:13]3[CH:18]=[CH:17][CH:16]=[N:15][CH:14]=3)=[CH:9][NH:8][C:5]2=[N:6][CH:7]=1. The yield is 0.410. (5) The reactants are [N:1]1([CH2:5][CH2:6][O:7][C:8]2([C:21]3[CH:22]=[N:23][CH:24]=[CH:25][CH:26]=3)[CH2:13][CH2:12][N:11]([C:14](OC(C)(C)C)=[O:15])[CH2:10][CH2:9]2)[CH2:4][CH2:3][CH2:2]1.C(O)(C(F)(F)F)=O.[CH3:34][O:35][C:36]1[CH:41]=[C:40]([CH3:42])[C:39]([S:43]([N:46]2[CH2:51][CH2:50][CH2:49][CH2:48][C@H:47]2[CH2:52][O:53][CH2:54]C(O)=O)(=[O:45])=[O:44])=[C:38]([CH3:58])[CH:37]=1.CCN=C=NCCCN(C)C.Cl.C1C=CC2N(O)N=NC=2C=1.CCN(C(C)C)C(C)C. The catalyst is C(Cl)Cl. The product is [N:1]1([CH2:5][CH2:6][O:7][C:8]2([C:21]3[CH:22]=[N:23][CH:24]=[CH:25][CH:26]=3)[CH2:13][CH2:12][N:11]([C:14](=[O:15])[CH2:54][O:53][CH2:52][C@@H:47]3[CH2:48][CH2:49][CH2:50][CH2:51][N:46]3[S:43]([C:39]3[C:40]([CH3:42])=[CH:41][C:36]([O:35][CH3:34])=[CH:37][C:38]=3[CH3:58])(=[O:45])=[O:44])[CH2:10][CH2:9]2)[CH2:2][CH2:3][CH2:4]1. The yield is 0.390.